Task: Predict which catalyst facilitates the given reaction.. Dataset: Catalyst prediction with 721,799 reactions and 888 catalyst types from USPTO (1) Reactant: CC(C)([O-])C.[Na+].C[N:8]([C:10]1[C:15]([C:16]2[C:21](P(C3CCCCC3)C3CCCCC3)=[CH:20]C=CC=2)=CC=C[CH:11]=1)C.[NH2:35][C@H:36]1[C:45]2[C:40](=[CH:41][CH:42]=[C:43]([S:46]([CH:49]([CH3:51])[CH3:50])(=[O:48])=[O:47])[CH:44]=2)[N:39]([C:52](=[O:54])[CH3:53])[C@@H:38]([CH:55]2[CH2:57][CH2:56]2)[C@@H:37]1[CH3:58].BrC1C=CC=C(C)N=1. Product: [CH:55]1([C@H:38]2[C@H:37]([CH3:58])[C@@H:36]([NH:35][C:20]3[CH:21]=[CH:16][CH:15]=[C:10]([CH3:11])[N:8]=3)[C:45]3[C:40](=[CH:41][CH:42]=[C:43]([S:46]([CH:49]([CH3:51])[CH3:50])(=[O:48])=[O:47])[CH:44]=3)[N:39]2[C:52](=[O:54])[CH3:53])[CH2:57][CH2:56]1. The catalyst class is: 62. (2) Reactant: [CH3:1][C:2]1([CH3:14])[C:10]2[C:5](=[CH:6][C:7]([N+:11]([O-:13])=[O:12])=[CH:8][CH:9]=2)[NH:4][CH2:3]1.[C:15]([O:19][C:20]([N:22]1[CH2:27][CH2:26][CH:25]([CH2:28]Br)[CH2:24][CH2:23]1)=[O:21])([CH3:18])([CH3:17])[CH3:16].CC(C)([O-])C.[K+]. Product: [C:15]([O:19][C:20]([N:22]1[CH2:27][CH2:26][CH:25]([CH2:28][N:4]2[C:5]3[C:10](=[CH:9][CH:8]=[C:7]([N+:11]([O-:13])=[O:12])[CH:6]=3)[C:2]([CH3:14])([CH3:1])[CH2:3]2)[CH2:24][CH2:23]1)=[O:21])([CH3:18])([CH3:16])[CH3:17]. The catalyst class is: 9. (3) Product: [CH3:15][O:13][C:12](=[O:14])[CH2:11][C:5]1[C:4]2[C:8](=[CH:9][CH:10]=[C:2]([OH:1])[CH:3]=2)[NH:7][CH:6]=1. The catalyst class is: 5. Reactant: [OH:1][C:2]1[CH:3]=[C:4]2[C:8](=[CH:9][CH:10]=1)[NH:7][CH:6]=[C:5]2[CH2:11][C:12]([OH:14])=[O:13].[C:15](Cl)(=O)C. (4) Reactant: [CH2:1]=O.Cl.[CH3:4][NH:5][CH3:6].[CH2:7]([N:9]1[CH:13]=[CH:12][CH:11]=[CH:10]1)[CH3:8].[OH-].[Na+]. Product: [CH3:4][N:5]([CH2:1][C:10]1[N:9]([CH2:7][CH3:8])[CH:13]=[CH:12][CH:11]=1)[CH3:6]. The catalyst class is: 28. (5) Reactant: [CH2:1]([C@H:5]([NH:23][C:24](=[O:38])[NH:25][C@H:26]([C:32]1[CH:37]=[CH:36][CH:35]=[CH:34][CH:33]=1)[CH2:27][C:28]([O:30][CH3:31])=[O:29])[CH2:6][O:7][C:8](=[O:22])[N:9]([CH2:16][C:17]1[S:18][CH:19]=[CH:20][CH:21]=1)[CH2:10][C:11]1[S:12][CH:13]=[CH:14][CH:15]=1)[CH2:2][CH2:3][CH3:4].C[O:40][C:41](=[O:60])CN(C(=O)N(CC1SC=CC=1)CC1SC=CC=1)C.Cl.COC(=O)CNC.S1C=CC=C1CN(CC1SC=CC=1)C(=O)[C@@H](NC(N[C@H](C1C=CC=CC=1)C(OC)=O)=O)CCCC.Cl.COC(=O)[C@@H](C1C=CC=CC=1)N. Product: [O:40]1[C:35]2[CH:34]=[CH:33][C:32]([C@H:26]([CH2:27][C:28]([O:30][CH3:31])=[O:29])[NH:25][C:24](=[O:38])[NH:23][C@@H:5]([CH2:1][CH2:2][CH2:3][CH3:4])[CH2:6][O:7][C:8](=[O:22])[N:9]([CH2:16][C:17]3[S:18][CH:19]=[CH:20][CH:21]=3)[CH2:10][C:11]3[S:12][CH:13]=[CH:14][CH:15]=3)=[CH:37][C:36]=2[O:60][CH2:41]1. The catalyst class is: 4. (6) Reactant: C([O:8][C:9]1[CH:14]=[CH:13][C:12]([C:15]2[CH2:19][O:18][C:17](=[O:20])[C:16]=2[C:21]2[CH:26]=[CH:25][C:24]([O:27][CH3:28])=[CH:23][CH:22]=2)=[CH:11][CH:10]=1)C1C=CC=CC=1. Product: [OH:8][C:9]1[CH:10]=[CH:11][C:12]([C:15]2[CH2:19][O:18][C:17](=[O:20])[C:16]=2[C:21]2[CH:26]=[CH:25][C:24]([O:27][CH3:28])=[CH:23][CH:22]=2)=[CH:13][CH:14]=1. The catalyst class is: 105. (7) Reactant: [CH2:1]([O:8][C:9]1[C:10]([C:29]([N:31]([CH2:38][CH2:39]O)[C:32]2[CH:37]=[CH:36][CH:35]=[CH:34][CH:33]=2)=[O:30])=[N:11][C:12]([CH2:16][C:17]2([C:22]3[CH:27]=[CH:26][C:25]([Cl:28])=[CH:24][CH:23]=3)[CH2:21][CH2:20][CH2:19][CH2:18]2)=[N:13][C:14]=1[OH:15])[C:2]1[CH:7]=[CH:6][CH:5]=[CH:4][CH:3]=1.C1(P(C2C=CC=CC=2)C2C=CC=CC=2)C=CC=CC=1.N(C(OC(C)C)=O)=NC(OC(C)C)=O. Product: [CH2:1]([O:8][C:9]1[C:14](=[O:15])[N:13]=[C:12]([CH2:16][C:17]2([C:22]3[CH:27]=[CH:26][C:25]([Cl:28])=[CH:24][CH:23]=3)[CH2:21][CH2:20][CH2:19][CH2:18]2)[N:11]2[CH2:39][CH2:38][N:31]([C:32]3[CH:37]=[CH:36][CH:35]=[CH:34][CH:33]=3)[C:29](=[O:30])[C:10]=12)[C:2]1[CH:7]=[CH:6][CH:5]=[CH:4][CH:3]=1. The catalyst class is: 4. (8) Reactant: [NH2:1][C@H:2]([C:4]1[C:5](=[O:23])[NH:6][C:7]2[C:12]([CH:13]=1)=[CH:11][C:10]([Cl:14])=[C:9]([O:15][CH2:16][C:17]1[CH:22]=[CH:21][CH:20]=[CH:19][N:18]=1)[CH:8]=2)[CH3:3].F[C:25]1[CH:32]=[CH:31][C:28]([C:29]#[N:30])=[C:27]([CH3:33])[N:26]=1.CCN(C(C)C)C(C)C. Product: [Cl:14][C:10]1[CH:11]=[C:12]2[C:7](=[CH:8][C:9]=1[O:15][CH2:16][C:17]1[CH:22]=[CH:21][CH:20]=[CH:19][N:18]=1)[NH:6][C:5](=[O:23])[C:4]([C@@H:2]([NH:1][C:25]1[CH:32]=[CH:31][C:28]([C:29]#[N:30])=[C:27]([CH3:33])[N:26]=1)[CH3:3])=[CH:13]2. The catalyst class is: 16. (9) Reactant: [CH3:1][O:2][C:3]1[C:31]([O:32][CH3:33])=[CH:30][C:6]2[N:7]([C:10]3[S:14][C:13]([C:15]([NH2:17])=O)=[C:12]([O:18][CH2:19][C:20]4[CH:25]=[CH:24][CH:23]=[CH:22][C:21]=4[C:26]([F:29])([F:28])[F:27])[CH:11]=3)[CH:8]=[N:9][C:5]=2[CH:4]=1.[Cl-].ClC1N(C)CC[NH+]1C.FC(F)(F)C(O)=O.C(N(CC)CC)C. Product: [CH3:1][O:2][C:3]1[C:31]([O:32][CH3:33])=[CH:30][C:6]2[N:7]([C:10]3[S:14][C:13]([C:15]#[N:17])=[C:12]([O:18][CH2:19][C:20]4[CH:25]=[CH:24][CH:23]=[CH:22][C:21]=4[C:26]([F:27])([F:29])[F:28])[CH:11]=3)[CH:8]=[N:9][C:5]=2[CH:4]=1. The catalyst class is: 46. (10) Reactant: [Br:1][C:2]1[C:3]([CH3:9])=[N:4][C:5](I)=[CH:6][CH:7]=1.C([Mg]Cl)(C)C.CN([CH:18]=[O:19])C.Cl. Product: [Br:1][C:2]1[CH:7]=[CH:6][C:5]([CH:18]=[O:19])=[N:4][C:3]=1[CH3:9]. The catalyst class is: 1.